From a dataset of Full USPTO retrosynthesis dataset with 1.9M reactions from patents (1976-2016). Predict the reactants needed to synthesize the given product. (1) Given the product [CH:1]1([C:5]2[C:26]([C:27]3[NH:31][C:30]([C@H:32]4[CH2:37][CH2:36][CH2:35][O:34]4)=[N:29][N:28]=3)=[CH:25][C:8]([C:9]([N:11]3[CH2:12][CH2:13][CH:14]([C:17]4[CH:24]=[CH:23][C:20]([C:21]#[N:22])=[CH:19][CH:18]=4)[CH2:15][CH2:16]3)=[O:10])=[C:7]([CH3:33])[CH:6]=2)[CH2:4][CH2:3][CH2:2]1, predict the reactants needed to synthesize it. The reactants are: [CH:1]1([C:5]2[C:26]([C:27]3[NH:31][C:30]([CH3:32])=[N:29][N:28]=3)=[CH:25][C:8]([C:9]([N:11]3[CH2:16][CH2:15][CH:14]([C:17]4[CH:24]=[CH:23][C:20]([C:21]#[N:22])=[CH:19][CH:18]=4)[CH2:13][CH2:12]3)=[O:10])=[C:7]([CH3:33])[CH:6]=2)[CH2:4][CH2:3][CH2:2]1.[O:34]1C[CH2:37][CH2:36][C@@H:35]1C(NN)=O. (2) Given the product [C:22]([O:26][C:27]([N:29]([CH2:38][C:39]([O:41][C:42]([CH3:45])([CH3:44])[CH3:43])=[O:40])[C:30]1[CH:35]=[CH:34][CH:33]=[C:32]([CH:9]([CH2:8][C:20]2[CH:3]=[CH:4][C:2]([C:56]3([CH3:55])[CH2:57][CH2:58]3)=[CH:5][CH:21]=2)[NH:10][S:11]([C:14]2[CH:15]=[N:16][CH:17]=[CH:18][CH:19]=2)(=[O:12])=[O:13])[N:31]=1)=[O:28])([CH3:25])([CH3:24])[CH3:23], predict the reactants needed to synthesize it. The reactants are: C[C:2]1([C:5]2[CH:21]=[CH:20][C:8]([CH2:9][NH:10][S:11]([C:14]3[CH:15]=[N:16][CH:17]=[CH:18][CH:19]=3)(=[O:13])=[O:12])=CC=2)[CH2:4][CH2:3]1.[C:22]([O:26][C:27]([N:29]([CH2:38][C:39]([O:41][C:42]([CH3:45])([CH3:44])[CH3:43])=[O:40])[C:30]1[CH:35]=[CH:34][CH:33]=[C:32](CO)[N:31]=1)=[O:28])([CH3:25])([CH3:24])[CH3:23].[CH2:55](P([CH2:55][CH2:56][CH2:57][CH3:58])[CH2:55][CH2:56][CH2:57][CH3:58])[CH2:56][CH2:57][CH3:58].CN(C)C(N=NC(N(C)C)=O)=O. (3) Given the product [Cl:25][C:26]1[CH:36]=[C:35]([F:37])[C:34]([F:38])=[CH:33][C:27]=1[C:28]([NH:30][C:31](=[O:32])[NH:1][C:2]1[CH:6]=[C:5]([S:7]([N:10]2[CH2:11][CH2:12][CH2:13][CH2:14][CH2:15]2)(=[O:9])=[O:8])[S:4][C:3]=1[N:16]1[CH2:17][CH2:18][CH:19]([C:22]([OH:24])=[O:23])[CH2:20][CH2:21]1)=[O:29], predict the reactants needed to synthesize it. The reactants are: [NH2:1][C:2]1[CH:6]=[C:5]([S:7]([N:10]2[CH2:15][CH2:14][CH2:13][CH2:12][CH2:11]2)(=[O:9])=[O:8])[S:4][C:3]=1[N:16]1[CH2:21][CH2:20][CH:19]([C:22]([OH:24])=[O:23])[CH2:18][CH2:17]1.[Cl:25][C:26]1[CH:36]=[C:35]([F:37])[C:34]([F:38])=[CH:33][C:27]=1[C:28]([N:30]=[C:31]=[O:32])=[O:29].